From a dataset of NCI-60 drug combinations with 297,098 pairs across 59 cell lines. Regression. Given two drug SMILES strings and cell line genomic features, predict the synergy score measuring deviation from expected non-interaction effect. (1) Drug 1: CC1=C(C=C(C=C1)NC2=NC=CC(=N2)N(C)C3=CC4=NN(C(=C4C=C3)C)C)S(=O)(=O)N.Cl. Drug 2: C1CN1P(=S)(N2CC2)N3CC3. Cell line: MCF7. Synergy scores: CSS=12.4, Synergy_ZIP=0.435, Synergy_Bliss=0.456, Synergy_Loewe=-6.94, Synergy_HSA=-2.28. (2) Drug 1: CC(C)NC(=O)C1=CC=C(C=C1)CNNC.Cl. Drug 2: COC1=C2C(=CC3=C1OC=C3)C=CC(=O)O2. Cell line: RXF 393. Synergy scores: CSS=-1.23, Synergy_ZIP=0.733, Synergy_Bliss=2.48, Synergy_Loewe=-0.857, Synergy_HSA=-0.171.